From a dataset of Reaction yield outcomes from USPTO patents with 853,638 reactions. Predict the reaction yield, written as a fraction of the theoretical maximum amount of product (1.0 means a 100% yield; for example, 0.34 means a 34% yield). (1) The reactants are [Br:1][C:2]1[S:6][C:5]([CH2:7]Br)=[N:4][C:3]=1[C:9]1[CH:14]=[CH:13][CH:12]=[C:11]([O:15][CH3:16])[CH:10]=1.[F:17][C:18]1[C:26]([OH:27])=[CH:25][CH:24]=[C:23]([F:28])[C:19]=1[C:20]([NH2:22])=[O:21].C(=O)([O-])[O-].[K+].[K+]. The catalyst is CN(C=O)C. The product is [Br:1][C:2]1[S:6][C:5]([CH2:7][O:27][C:26]2[C:18]([F:17])=[C:19]([C:23]([F:28])=[CH:24][CH:25]=2)[C:20]([NH2:22])=[O:21])=[N:4][C:3]=1[C:9]1[CH:14]=[CH:13][CH:12]=[C:11]([O:15][CH3:16])[CH:10]=1. The yield is 0.490. (2) The reactants are [CH3:1][C:2]([CH3:36])([CH3:35])[C:3](=[O:34])[CH2:4][N:5]1[C:10](=[O:11])[C:9]([CH2:12][C:13]2[CH:18]=[CH:17][C:16]([C:19]3[C:20]([C:25]#[N:26])=[CH:21][CH:22]=[CH:23][CH:24]=3)=[CH:15][CH:14]=2)=[C:8]([CH2:27][CH2:28][CH3:29])[N:7]2[N:30]=[C:31]([CH3:33])[N:32]=[C:6]12.[BH4-].[Na+]. The catalyst is CO. The product is [OH:34][CH:3]([C:2]([CH3:1])([CH3:36])[CH3:35])[CH2:4][N:5]1[C:10](=[O:11])[C:9]([CH2:12][C:13]2[CH:14]=[CH:15][C:16]([C:19]3[C:20]([C:25]#[N:26])=[CH:21][CH:22]=[CH:23][CH:24]=3)=[CH:17][CH:18]=2)=[C:8]([CH2:27][CH2:28][CH3:29])[N:7]2[N:30]=[C:31]([CH3:33])[N:32]=[C:6]12. The yield is 0.840. (3) The reactants are [CH2:1]([O:3][C:4](=[O:28])[CH2:5][C:6]1[N:7]=[C:8]([NH:11][C:12](=[O:27])[CH:13]([C:20]2[CH:25]=[CH:24][CH:23]=[C:22]([Cl:26])[CH:21]=2)[CH2:14][CH:15]2[CH2:19][CH2:18][CH2:17][CH2:16]2)[S:9][CH:10]=1)C.S(=O)(=O)(O)O. The catalyst is CO. The product is [CH3:1][O:3][C:4](=[O:28])[CH2:5][C:6]1[N:7]=[C:8]([NH:11][C:12](=[O:27])[CH:13]([C:20]2[CH:25]=[CH:24][CH:23]=[C:22]([Cl:26])[CH:21]=2)[CH2:14][CH:15]2[CH2:16][CH2:17][CH2:18][CH2:19]2)[S:9][CH:10]=1. The yield is 0.609. (4) The reactants are Cl[C:2]1C=C(C=CC=1Cl)CN(C)C(=O)C=C1C(=O)OC(C)(C)O1.C=O.Cl.[NH2:26][CH2:27][C:28]1[CH:36]=[CH:35][C:31]([C:32]([OH:34])=[O:33])=[CH:30][CH:29]=1.C(N(CC)CC)C.[Cl:44][C:45]1[CH:46]=[C:47]([CH:70]=[CH:71][C:72]=1[Cl:73])[CH2:48][N:49]([CH3:69])[C:50]([C:52]1[CH2:56]N(CCC(NCCC(O)=O)=O)[C:54](=[O:67])[C:53]=1[OH:68])=[O:51]. No catalyst specified. The product is [CH3:2][O:33][C:32](=[O:34])[C:31]1[CH:30]=[CH:29][C:28]([CH2:27][N:26]2[CH2:56][C:52]([C:50](=[O:51])[N:49]([CH2:48][C:47]3[CH:70]=[CH:71][C:72]([Cl:73])=[C:45]([Cl:44])[CH:46]=3)[CH3:69])=[C:53]([OH:68])[C:54]2=[O:67])=[CH:36][CH:35]=1. The yield is 0.260. (5) The reactants are [CH2:1]([NH2:4])[CH2:2][NH2:3].[CH3:5][CH:6]([CH3:15])[C:7](=O)[CH2:8][C:9](OCC)=[O:10]. The catalyst is C1(C)C(C)=CC=CC=1. The product is [CH:6]([C:7]1[NH:4][CH2:1][CH2:2][NH:3][C:9](=[O:10])[CH:8]=1)([CH3:15])[CH3:5]. The yield is 0.470.